Dataset: Full USPTO retrosynthesis dataset with 1.9M reactions from patents (1976-2016). Task: Predict the reactants needed to synthesize the given product. (1) Given the product [CH3:32][C@H:33]1[CH2:38][N:37]2[N:39]=[CH:40][C:41]([N:42]3[C:56](=[O:57])[CH2:55][C:44]4([CH2:45][N:46]([C:48]([O:50][C:51]([CH3:52])([CH3:53])[CH3:54])=[O:49])[CH2:47]4)[CH2:43]3)=[C:36]2[CH2:35][N:34]1[C:21](=[O:23])[NH:5][C:4]1[CH:3]=[C:2]([F:1])[C:8]([F:9])=[C:7]([F:10])[CH:6]=1, predict the reactants needed to synthesize it. The reactants are: [F:1][C:2]1[CH:3]=[C:4]([CH:6]=[C:7]([F:10])[C:8]=1[F:9])[NH2:5].CCN(C(C)C)C(C)C.Cl[C:21](Cl)([O:23]C(=O)OC(Cl)(Cl)Cl)Cl.[CH3:32][C@H:33]1[CH2:38][N:37]2[N:39]=[CH:40][C:41]([N:42]3[C:56](=[O:57])[CH2:55][C:44]4([CH2:47][N:46]([C:48]([O:50][C:51]([CH3:54])([CH3:53])[CH3:52])=[O:49])[CH2:45]4)[CH2:43]3)=[C:36]2[CH2:35][NH:34]1. (2) The reactants are: [CH:1]1([C:4]2[CH:5]=[CH:6][C:7]([C:15]([OH:17])=O)=[N:8][C:9]=2[O:10][CH2:11][CH:12]2[CH2:14][CH2:13]2)[CH2:3][CH2:2]1.[CH:18]1([CH2:21][C@H:22]([NH2:29])[C:23]2[N:27]=[C:26]([CH3:28])[O:25][N:24]=2)[CH2:20][CH2:19]1. Given the product [CH:18]1([CH2:21][C@H:22]([NH:29][C:15]([C:7]2[CH:6]=[CH:5][C:4]([CH:1]3[CH2:2][CH2:3]3)=[C:9]([O:10][CH2:11][CH:12]3[CH2:13][CH2:14]3)[N:8]=2)=[O:17])[C:23]2[N:27]=[C:26]([CH3:28])[O:25][N:24]=2)[CH2:20][CH2:19]1, predict the reactants needed to synthesize it. (3) Given the product [CH3:2][O:3][C:4](=[O:29])[CH:5]([CH2:22][CH:23]1[CH2:28][CH2:27][N:26]([C:37]([O:39][C:40]([CH3:43])([CH3:42])[CH3:41])=[O:38])[CH2:25][CH2:24]1)[NH:6][C:7](=[O:21])[CH2:8][N:9]([S:11]([C:14]1[CH:19]=[CH:18][C:17]([CH3:20])=[CH:16][CH:15]=1)(=[O:13])=[O:12])[CH3:10], predict the reactants needed to synthesize it. The reactants are: Cl.[CH3:2][O:3][C:4](=[O:29])[CH:5]([CH2:22][CH:23]1[CH2:28][CH2:27][NH:26][CH2:25][CH2:24]1)[NH:6][C:7](=[O:21])[CH2:8][N:9]([S:11]([C:14]1[CH:19]=[CH:18][C:17]([CH3:20])=[CH:16][CH:15]=1)(=[O:13])=[O:12])[CH3:10].C(N(CC)CC)C.[C:37](O[C:37]([O:39][C:40]([CH3:43])([CH3:42])[CH3:41])=[O:38])([O:39][C:40]([CH3:43])([CH3:42])[CH3:41])=[O:38]. (4) Given the product [CH2:1]([O:3][C:4]([C:5]1[N:25]=[C:9]([C:11]2[CH:16]=[C:15]([Cl:17])[CH:14]=[CH:13][N:12]=2)[CH:8]=[C:7]([OH:18])[CH:6]=1)=[O:20])[CH3:2], predict the reactants needed to synthesize it. The reactants are: [CH2:1]([O:3][C:4](=[O:20])[C:5](=O)[CH2:6][C:7](=[O:18])[CH2:8][C:9]([C:11]1[CH:16]=[C:15]([Cl:17])[CH:14]=[CH:13][N:12]=1)=O)[CH3:2].C([O-])(=O)C.[NH4+:25]. (5) The reactants are: [F:1][C:2]1[CH:34]=[CH:33][C:5]([CH2:6][N:7]2[CH2:10][C:9]3([CH2:19][C:18](=[O:20])[C:17]4[C:12](=[CH:13][CH:14]=[C:15](/[CH:21]=[CH:22]/[C:23]([NH:25][O:26]C5CCCCO5)=[O:24])[CH:16]=4)[O:11]3)[CH2:8]2)=[CH:4][CH:3]=1.Cl. Given the product [F:1][C:2]1[CH:3]=[CH:4][C:5]([CH2:6][N:7]2[CH2:10][C:9]3([CH2:19][C:18](=[O:20])[C:17]4[C:12](=[CH:13][CH:14]=[C:15](/[CH:21]=[CH:22]/[C:23]([NH:25][OH:26])=[O:24])[CH:16]=4)[O:11]3)[CH2:8]2)=[CH:33][CH:34]=1, predict the reactants needed to synthesize it. (6) Given the product [Br:12][CH2:1][C:2]1[CH:3]=[C:4]2[C:9](=[CH:10][CH:11]=1)[N:8]=[CH:7][CH:6]=[CH:5]2, predict the reactants needed to synthesize it. The reactants are: [CH3:1][C:2]1[CH:3]=[C:4]2[C:9](=[CH:10][CH:11]=1)[N:8]=[CH:7][CH:6]=[CH:5]2.[Br:12]N1C(=O)CCC1=O.C(OOC(=O)C1C=CC=CC=1)(=O)C1C=CC=CC=1. (7) Given the product [S:2]([OH:5])(=[O:4])(=[O:3])[CH3:1].[CH3:6][C:7]1[N:11]([C:12]2[CH:17]=[CH:16][C:15]([C:18]([F:20])([F:21])[F:19])=[CH:14][N:13]=2)[N:10]=[CH:9][C:8]=1[C:22]([NH:24][C:25]1[CH:26]=[N:27][C:28]([C:31]2[CH2:36][CH2:35][CH:34]([N:37]3[CH2:38][CH2:39][O:40][CH2:41][CH2:42]3)[CH2:33][CH:32]=2)=[CH:29][CH:30]=1)=[O:23], predict the reactants needed to synthesize it. The reactants are: [CH3:1][S:2]([OH:5])(=[O:4])=[O:3].[CH3:6][C:7]1[N:11]([C:12]2[CH:17]=[CH:16][C:15]([C:18]([F:21])([F:20])[F:19])=[CH:14][N:13]=2)[N:10]=[CH:9][C:8]=1[C:22]([NH:24][C:25]1[CH:26]=[N:27][C:28]([C:31]2[CH2:36][CH2:35][CH:34]([N:37]3[CH2:42][CH2:41][O:40][CH2:39][CH2:38]3)[CH2:33][CH:32]=2)=[CH:29][CH:30]=1)=[O:23]. (8) Given the product [F:15][C:16]1[CH:35]=[CH:34][C:19]2[CH:20]=[C:21]([CH2:23][C:24]3[CH:29]=[CH:28][CH:27]=[C:26]([C:30]([F:33])([F:32])[F:31])[CH:25]=3)[S:22][C:18]=2[C:17]=1[OH:36], predict the reactants needed to synthesize it. The reactants are: B(Br)(Br)Br.ClCCl.C1(C)C=CC=CC=1.[F:15][C:16]1[CH:35]=[CH:34][C:19]2[CH:20]=[C:21]([CH2:23][C:24]3[CH:29]=[CH:28][CH:27]=[C:26]([C:30]([F:33])([F:32])[F:31])[CH:25]=3)[S:22][C:18]=2[C:17]=1[O:36]C. (9) Given the product [N:18]1[CH:19]=[CH:20][CH:21]=[CH:22][C:17]=1[N:15]1[C:10]([OH:12])=[CH:9][C:1]([C:2]2[CH:3]=[CH:4][CH:5]=[CH:6][CH:7]=2)=[N:16]1, predict the reactants needed to synthesize it. The reactants are: [C:1]([CH2:9][C:10]([O:12]CC)=O)(=O)[C:2]1[CH:7]=[CH:6][CH:5]=[CH:4][CH:3]=1.[NH:15]([C:17]1[CH:22]=[CH:21][CH:20]=[CH:19][N:18]=1)[NH2:16].